From a dataset of Human Reference Interactome with 51,813 positive PPI pairs across 8,248 proteins, plus equal number of experimentally-validated negative pairs. Binary Classification. Given two protein amino acid sequences, predict whether they physically interact or not. (1) Protein 1 (ENSG00000164104) has sequence MGKGDPNKPRGKMSSYAFFVQTCREEHKKKHPDSSVNFAEFSKKCSERWKTMSAKEKSKFEDMAKSDKARYDREMKNYVPPKGDKKGKKKDPNAPKRPPSAFFLFCSEHRPKIKSEHPGLSIGDTAKKLGEMWSEQSAKDKQPYEQKAAKLKEKYEKDIAAYRAKGKSEAGKKGPGRPTGSKKKNEPEDEEEEEEEEDEDEEEEDEDEE*MGKGDPNKPRGKMSSYAFFVQTCREEHKKKHPDSSVNFAEFSKKCSERWKTMSAKEKSKFEDMAKSDKARYDREMKNYVPPKGDKKGKKK.... Protein 2 (ENSG00000103502) has sequence MPDENIFLFVPNLIGYARIVFAIISFYFMPCCPLTASSFYLLSGLLDAFDGHAARALNQGTRFGAMLDMLTDRCSTMCLLVNLALLYPGATLFFQISMSLDVASHWLHLHSSVVRGSESHKMIDLSGNPVLRIYYTSRPALFTLCAGNELFYCLLYLFHFSEGPLVGSVGLFRMGLWVTAPIALLKSLISVIHLITAARNMAALDAADRAKKK*MSCRHSFPLLLPCSLHSHAFLSSCHGDLCPLTSHTACFLACVPPQAGGHFQSSFTPCVRVINQIWAPVLHPLCHNSPCPPNLPGTR.... Result: 0 (the proteins do not interact). (2) Protein 1 (ENSG00000147573) has sequence MSASLNYKSFSKEQQTMDNLEKQLICPICLEMFTKPVVILPCQHNLCRKCASDIFQASNPYLPTRGGTTMASGGRFRCPSCRHEVVLDRHGVYGLQRNLLVENIIDIYKQESTRPEKKSDQPMCEEHEEERINIYCLNCEVPTCSLCKVFGAHKDCQVAPLTHVFQRQKSELSDGIAILVGSNDRVQGVISQLEDTCKTIEECCRKQKQELCEKFDYLYGILEERKNEMTQVITRTQEEKLEHVRALIKKYSDHLENVSKLVESGIQFMDEPEMAVFLQNAKTLLKKISEASKAFQMEKI.... Protein 2 (ENSG00000165406) has sequence MSMPLHQISAIPSQDAISARVYRSKTKEKEREEQNEKTLGHFMSHSSNISKAGSPPSASAPAPVSSFSRTSITPSSQDICRICHCEGDDESPLITPCHCTGSLHFVHQACLQQWIKSSDTRCCELCKYEFIMETKLKPLRKWEKLQMTSSERRKIMCSVTFHVIAITCVVWSLYVLIDRTAEEIKQGQATGILEWPFWTKLVVVAIGFTGGLLFMYVQCKVYVQLWKRLKAYNRVIYVQNCPETSKKNIFEKSPLTEPNFENKHGYGICHSDTNSSCCTEPEDTGAEIIHV*MSMPLHQI.... Result: 0 (the proteins do not interact). (3) Protein 1 (ENSG00000082438) has sequence MDGRTPRPQDAPARRKPKAKAPLPPAETKYTDVSSAADSVESTAFIMEQKENMIDKDVELSVVLPGDIIKSTTVHGSKPMMDLLIFLCAQYHLNPSSYTIDLLSAEQNHIKFKPNTPIGMLEVEKVILKPKMLDKKKPTPIIPEKTVRVVINFKKTQKTIVRVSPHASLQELAPIICSKCEFDPLHTLLLKDYQSQEPLDLTKSLNDLGLRELYAMDVNRESCQISQNLDIMKEKENKGFFSFFQRSKKKRDQTASAPATPLVNKHRPTFTRSNTISKPYISNTLPSDAPKKRRAPLPPM.... Protein 2 (ENSG00000188554) has sequence MEPQVTLNVTFKNEIQSFLVSDPENTTWADIEAMVKVSFDLNTIQIKYLDEENEEVSINSQGEYEEALKMAVKQGNQLQMQVHEGHHVVDEAPPPVVGAKRLAARAGKKPLAHYSSLVRVLGSDMKTPEDPAVQSFPLVPCDTDQPQDKPPDWFTSYLETFREQVVNETVEKLEQKLHEKLVLQNPSLGSCPSEVSMPTSEETLFLPENQFSWHIACNNCQRRIVGVRYQCSLCPSYNICEDCEAGPYGHDTNHVLLKLRRPVVGSSEPFCHSKYSTPRLPAALEQVRLQKQVDKNFLKA.... Result: 0 (the proteins do not interact). (4) Protein 2 (ENSG00000167123) has sequence MLQEWLAAVGDDYAAVVWRPEGEPRFYPDEEGPKHWTKERHQFLMELKQEALTFARNWGADYILFADTDNILTNNQTLRLLMGQGLPVVAPMLDSQTYYSNFWCGITPQGYYRRTAEYFPTKNRQRRGCFRVPMVHSTFLASLRAEGADQLAFYPPHPNYTWPFDDIIVFAYACQAAGVSVHVCNEHRYGYMNVPVKSHQGLEDERVNFIHLILEALVDGPRMQASAHVTRPSKRPSKIGFDEVFVISLARRPDRRERMLASLWEMEISGRVVDAVDGWMLNSSAIRNLGVDLLPGYQDP.... Protein 1 (ENSG00000100228) has sequence MVIAGASWMLGRAAASPTQTPPTTSTIRVARRSRVALVAMVIAAAGSGGPGRAEPQLSQPSLDCGRMRSSLTPLGPPVSRDRVIASFPKWYTPEACLQLREHFHGQVSAACQRRNTGTVGLKLSKVVVVGDLYVGKTSLIHRFCKNVFDRDYKATIGVDFEIERFEIAGIPYSLQIWDTAGQEKFKCIASAYYRGAQVIITAFDLTDVQTLEHTRQWLEDALRENEAGSCFIFLVGTKKDLLSGAACEQAEADAVHLAREMQAEYWSVSAKTGENVKAFFSRVAALAFEQSVLQDLERQS.... Result: 0 (the proteins do not interact).